From a dataset of Forward reaction prediction with 1.9M reactions from USPTO patents (1976-2016). Predict the product of the given reaction. (1) Given the reactants [Cl:1][C:2]1[N:7]=[C:6]2[C:8]([CH3:29])=[C:9]([CH:11]([NH:18][C:19]3[CH:28]=[CH:27][C:22]([C:23]([O:25]C)=[O:24])=[CH:21][CH:20]=3)[CH:12]3[CH2:17][CH2:16][CH2:15][CH2:14][CH2:13]3)[O:10][C:5]2=[CH:4][CH:3]=1.C(O)C.[OH-].[Li+], predict the reaction product. The product is: [Cl:1][C:2]1[N:7]=[C:6]2[C:8]([CH3:29])=[C:9]([CH:11]([NH:18][C:19]3[CH:20]=[CH:21][C:22]([C:23]([OH:25])=[O:24])=[CH:27][CH:28]=3)[CH:12]3[CH2:17][CH2:16][CH2:15][CH2:14][CH2:13]3)[O:10][C:5]2=[CH:4][CH:3]=1. (2) Given the reactants [CH:1]1([C:4]2[N:8]([CH3:9])[C:7]3[CH:10]=[C:11]([N:14]4[CH:19]=[CH:18][C:17]([OH:20])=[CH:16][C:15]4=[O:21])[CH:12]=[CH:13][C:6]=3[N:5]=2)[CH2:3][CH2:2]1.[Cl:22][C:23]1[O:27][C:26]([CH2:28]O)=[CH:25][CH:24]=1.C(P(CCCC)CCCC)CCC.N(C(N1CCCCC1)=O)=NC(N1CCCCC1)=O, predict the reaction product. The product is: [Cl:22][C:23]1[O:27][C:26]([CH2:28][O:20][C:17]2[CH:18]=[CH:19][N:14]([C:11]3[CH:12]=[CH:13][C:6]4[N:5]=[C:4]([CH:1]5[CH2:2][CH2:3]5)[N:8]([CH3:9])[C:7]=4[CH:10]=3)[C:15](=[O:21])[CH:16]=2)=[CH:25][CH:24]=1. (3) Given the reactants [C:1]([O:5][C:6](=[O:16])[NH:7][C@H:8]([C:10](=[O:15])N(OC)C)[CH3:9])([CH3:4])([CH3:3])[CH3:2].C(=O)=O.[CH3:20][C:21]([CH3:23])=O.C1([Mg]Br)CC1.O1CCCC1.[Cl-].[NH4+], predict the reaction product. The product is: [C:1]([O:5][C:6](=[O:16])[NH:7][C@@H:8]([CH3:9])[C:10]([CH:21]1[CH2:23][CH2:20]1)=[O:15])([CH3:2])([CH3:3])[CH3:4]. (4) Given the reactants FC(F)(F)S(O[C:7]1[C:8]([CH3:37])([CH3:36])[C@H:9]2[C@:22]([CH3:25])([CH2:23][CH:24]=1)[C@@H:21]1[C@:12]([CH3:35])([C@@:13]3([CH3:34])[C@H:18]([CH2:19][CH2:20]1)[C@H:17]1[C@H:26]([C:29]([CH3:31])=[CH2:30])[CH2:27][CH2:28][C@:16]1([CH:32]=[O:33])[CH2:15][CH2:14]3)[CH2:11][CH2:10]2)(=O)=O.[F:40][CH2:41][C@@:42]1([C:57]([O:59][CH2:60][C:61]2[CH:66]=[CH:65][CH:64]=[CH:63][CH:62]=2)=[O:58])[CH2:47][CH2:46][C:45](B2OC(C)(C)C(C)(C)O2)=[CH:44][CH2:43]1.C([O-])([O-])=O.[Na+].[Na+].O, predict the reaction product. The product is: [F:40][CH2:41][C@@:42]1([C:57]([O:59][CH2:60][C:61]2[CH:62]=[CH:63][CH:64]=[CH:65][CH:66]=2)=[O:58])[CH2:47][CH2:46][C:45]([C:7]2[C:8]([CH3:37])([CH3:36])[C@H:9]3[C@:22]([CH3:25])([CH2:23][CH:24]=2)[C@@H:21]2[C@:12]([CH3:35])([C@@:13]4([CH3:34])[C@H:18]([CH2:19][CH2:20]2)[C@H:17]2[C@H:26]([C:29]([CH3:31])=[CH2:30])[CH2:27][CH2:28][C@:16]2([CH:32]=[O:33])[CH2:15][CH2:14]4)[CH2:11][CH2:10]3)=[CH:44][CH2:43]1. (5) Given the reactants CN1C([C:7]2[CH:19]=[N:18][C:17]3[C:16]4[CH:15]=[CH:14][C:13]([C:20]([O:22][CH3:23])=[O:21])=[CH:12][C:11]=4[N:10]([C@H:24]([C:31]4[CH:36]=[CH:35][CH:34]=[CH:33][CH:32]=4)[CH:25]4[CH2:30][CH2:29][O:28][CH2:27][CH2:26]4)[C:9]=3[CH:8]=2)=C(C)N=N1.[CH3:38][N:39]1[C:43](C2C3NC4C=C(C(OC)=O)C=CC=4C=3N=CC=2)=[C:42]([CH3:61])[N:41]=[N:40]1, predict the reaction product. The product is: [CH3:38][N:39]1[C:43]([C:8]2[C:9]3[N:10]([C@H:24]([C:31]4[CH:32]=[CH:33][CH:34]=[CH:35][CH:36]=4)[CH:25]4[CH2:30][CH2:29][O:28][CH2:27][CH2:26]4)[C:11]4[CH:12]=[C:13]([C:20]([O:22][CH3:23])=[O:21])[CH:14]=[CH:15][C:16]=4[C:17]=3[N:18]=[CH:19][CH:7]=2)=[C:42]([CH3:61])[N:41]=[N:40]1. (6) The product is: [CH2:1]([O:8][C:9]1[C:14]([S:30][C:26]2[CH:25]=[C:24]([CH:29]=[CH:28][CH:27]=2)[NH2:23])=[CH:13][N:12]=[C:11]([N:16]2[CH2:21][CH2:20][N:19]([CH3:22])[CH2:18][CH2:17]2)[N:10]=1)[C:2]1[CH:7]=[CH:6][CH:5]=[CH:4][CH:3]=1. Given the reactants [CH2:1]([O:8][C:9]1[C:14](I)=[CH:13][N:12]=[C:11]([N:16]2[CH2:21][CH2:20][N:19]([CH3:22])[CH2:18][CH2:17]2)[N:10]=1)[C:2]1[CH:7]=[CH:6][CH:5]=[CH:4][CH:3]=1.[NH2:23][C:24]1[CH:25]=[C:26]([SH:30])[CH:27]=[CH:28][CH:29]=1.CC1C=CC2C=CC3C=CC(C)=NC=3C=2N=1.C(=O)([O-])[O-].[K+].[K+], predict the reaction product. (7) Given the reactants [CH3:1][O:2][C:3](=[O:8])[C:4]([S:6][CH3:7])=[CH2:5].C(OC(=C)C(O)=O)C.[CH2:17]([N:24]([CH2:30]OC)[CH2:25][Si](C)(C)C)[C:18]1[CH:23]=[CH:22][CH:21]=[CH:20][CH:19]=1.FC(F)(F)C(O)=O, predict the reaction product. The product is: [CH3:1][O:2][C:3]([C:4]1([S:6][CH3:7])[CH2:5][CH2:25][N:24]([CH2:17][C:18]2[CH:19]=[CH:20][CH:21]=[CH:22][CH:23]=2)[CH2:30]1)=[O:8]. (8) Given the reactants [C:1]([C:3]1[CH:8]=[CH:7][CH:6]=[CH:5][C:4]=1[C:9]1[CH:14]=[CH:13][C:12]([CH2:15][C:16]2[C:17](=[O:39])[N:18]([C@H:28]3[CH2:33][CH2:32][C@H:31]([O:34][CH2:35][C:36](O)=[O:37])[CH2:30][CH2:29]3)[C:19]3[N:20]([N:25]=[CH:26][N:27]=3)[C:21]=2[CH2:22][CH2:23][CH3:24])=[CH:11][CH:10]=1)#[N:2].[NH:40]([C:42](OC(C)(C)C)=O)[NH2:41].Cl.C(N=C=NCCCN(C)C)C.ON1C2C=CC=CC=2N=N1, predict the reaction product. The product is: [O:37]1[CH:42]=[N:40][N:41]=[C:36]1[CH2:35][O:34][C@H:31]1[CH2:32][CH2:33][C@H:28]([N:18]2[C:17](=[O:39])[C:16]([CH2:15][C:12]3[CH:13]=[CH:14][C:9]([C:4]4[C:3]([C:1]#[N:2])=[CH:8][CH:7]=[CH:6][CH:5]=4)=[CH:10][CH:11]=3)=[C:21]([CH2:22][CH2:23][CH3:24])[N:20]3[N:25]=[CH:26][N:27]=[C:19]23)[CH2:29][CH2:30]1.